This data is from Forward reaction prediction with 1.9M reactions from USPTO patents (1976-2016). The task is: Predict the product of the given reaction. Given the reactants [C:1]1([CH2:7][N:8]([CH2:18][C:19]2[CH:24]=[CH:23][CH:22]=[CH:21][CH:20]=2)[C:9]2[S:13][C:12]([C:14]([NH:16][NH2:17])=[O:15])=[CH:11][CH:10]=2)[CH:6]=[CH:5][CH:4]=[CH:3][CH:2]=1.[NH:25]([C:34]([O:36][CH2:37][C:38]1[CH:43]=[CH:42][CH:41]=[CH:40][CH:39]=1)=[O:35])[C@H:26]([C:31](O)=[O:32])[CH2:27][CH:28]([CH3:30])[CH3:29].C(Cl)CCl.C1C=CC2N(O)N=NC=2C=1, predict the reaction product. The product is: [CH3:29][CH:28]([CH3:30])[CH2:27][C@H:26]([NH:25][C:34]([O:36][CH2:37][C:38]1[CH:43]=[CH:42][CH:41]=[CH:40][CH:39]=1)=[O:35])[C:31]([NH:17][NH:16][C:14]([C:12]1[S:13][C:9]([N:8]([CH2:7][C:1]2[CH:2]=[CH:3][CH:4]=[CH:5][CH:6]=2)[CH2:18][C:19]2[CH:24]=[CH:23][CH:22]=[CH:21][CH:20]=2)=[CH:10][CH:11]=1)=[O:15])=[O:32].